Dataset: Reaction yield outcomes from USPTO patents with 853,638 reactions. Task: Predict the reaction yield, written as a fraction of the theoretical maximum amount of product (1.0 means a 100% yield; for example, 0.34 means a 34% yield). The reactants are [F:1][C:2]([F:16])([F:15])[C:3]1[C:4](=[O:14])[NH:5][C:6](=[O:13])[N:7]([CH2:9][CH2:10][CH:11]=O)[CH:8]=1.[F:17][C:18]([F:32])([F:31])[C:19]1[CH:24]=[CH:23][C:22]([C@:25]23[CH2:30][C@H:29]2[CH2:28][NH:27][CH2:26]3)=[CH:21][CH:20]=1.CC(O)=O.[BH-](OC(C)=O)(OC(C)=O)OC(C)=O.[Na+].[Cl:51]CCCl. The catalyst is C(OCC)(=O)C. The product is [ClH:51].[F:1][C:2]([F:16])([F:15])[C:3]1[C:4](=[O:14])[NH:5][C:6](=[O:13])[N:7]([CH2:9][CH2:10][CH2:11][N:27]2[CH2:28][C@H:29]3[C@:25]([C:22]4[CH:21]=[CH:20][C:19]([C:18]([F:17])([F:32])[F:31])=[CH:24][CH:23]=4)([CH2:30]3)[CH2:26]2)[CH:8]=1. The yield is 0.510.